Dataset: Catalyst prediction with 721,799 reactions and 888 catalyst types from USPTO. Task: Predict which catalyst facilitates the given reaction. (1) Reactant: [CH3:1][O:2][C:3]1[CH:12]=[C:11]2[C:6]([CH:7]=[C:8]([C:26]3[CH:31]=[CH:30][N:29]=[C:28]([NH:32][CH3:33])[N:27]=3)[CH:9]=[C:10]2[N:13]2[CH2:18][CH2:17][N:16](C(OC(C)(C)C)=O)[CH2:15][CH2:14]2)=[CH:5][CH:4]=1.[ClH:34]. Product: [ClH:34].[CH3:1][O:2][C:3]1[CH:12]=[C:11]2[C:6](=[CH:5][CH:4]=1)[CH:7]=[C:8]([C:26]1[CH:31]=[CH:30][N:29]=[C:28]([NH:32][CH3:33])[N:27]=1)[CH:9]=[C:10]2[N:13]1[CH2:14][CH2:15][NH:16][CH2:17][CH2:18]1. The catalyst class is: 269. (2) Reactant: [Cl:1][C:2]1[C:11]2[C:6](=[CH:7][CH:8]=[CH:9][C:10]=2[O:12][CH:13]2[CH2:18][CH2:17][N:16]([CH3:19])[CH2:15][CH2:14]2)[N:5]=[CH:4][N:3]=1.[C:20]([C:22]1[CH:23]=[C:24]([CH:26]=[CH:27][C:28]=1[O:29][CH2:30][C:31]1[CH:36]=[CH:35][CH:34]=[CH:33][C:32]=1[F:37])[NH2:25])#[CH:21]. Product: [ClH:1].[C:20]([C:22]1[CH:23]=[C:24]([CH:26]=[CH:27][C:28]=1[O:29][CH2:30][C:31]1[CH:36]=[CH:35][CH:34]=[CH:33][C:32]=1[F:37])[NH:25][C:2]1[C:11]2[C:6](=[CH:7][CH:8]=[CH:9][C:10]=2[O:12][CH:13]2[CH2:18][CH2:17][N:16]([CH3:19])[CH2:15][CH2:14]2)[N:5]=[CH:4][N:3]=1)#[CH:21]. The catalyst class is: 41. (3) Reactant: [F:1][C:2]1[CH:10]=[CH:9][CH:8]=[C:7]2[C:3]=1[CH2:4][CH2:5][N:6]2[C:11](=[O:28])[CH:12]([C:14]1[N:19]=[C:18]([O:20]C)[CH:17]=[C:16]([N:22]2[CH2:27][CH2:26][O:25][CH2:24][CH2:23]2)[N:15]=1)[CH3:13].[I-].[K+].C(#N)C.C[Si](C)(C)Cl. Product: [F:1][C:2]1[CH:10]=[CH:9][CH:8]=[C:7]2[C:3]=1[CH2:4][CH2:5][N:6]2[C:11](=[O:28])[CH:12]([C:14]1[NH:19][C:18](=[O:20])[CH:17]=[C:16]([N:22]2[CH2:23][CH2:24][O:25][CH2:26][CH2:27]2)[N:15]=1)[CH3:13]. The catalyst class is: 84. (4) Product: [CH3:14][N:11]1[CH2:10][CH2:9][CH:8]([C:6]2[N:7]=[C:2]([NH:32][C:29]3[CH:30]=[CH:31][NH:27][N:28]=3)[C:3]3[NH:17][N:16]=[CH:15][C:4]=3[N:5]=2)[CH2:13][CH2:12]1. Reactant: Cl[C:2]1[C:3]2[C:4](=[CH:15][N:16](CC3C=CC(OC)=CC=3)[N:17]=2)[N:5]=[C:6]([CH:8]2[CH2:13][CH2:12][N:11]([CH3:14])[CH2:10][CH2:9]2)[N:7]=1.[NH:27]1[CH:31]=[CH:30][C:29]([NH2:32])=[N:28]1.Cl. The catalyst class is: 71. (5) Reactant: [F:1][C:2]1[CH:7]=[CH:6][CH:5]=[CH:4][C:3]=1[CH:8]1[CH2:13][C:12](=[O:14])[C:11]([CH3:16])([CH3:15])[CH2:10][N:9]1[CH2:17][C:18]1[S:19][CH:20]=[CH:21][CH:22]=1.[OH-].[Na+].[N:25]1[CH:30]=[CH:29][CH:28]=[C:27](C=O)[CH:26]=1.Cl.[CH3:34]O. Product: [F:1][C:2]1[CH:7]=[CH:6][CH:5]=[CH:4][C:3]=1[CH:8]1[C:13](=[CH:34][C:30]2[CH:29]=[CH:28][CH:27]=[CH:26][N:25]=2)[C:12](=[O:14])[C:11]([CH3:15])([CH3:16])[CH2:10][N:9]1[CH2:17][C:18]1[S:19][CH:20]=[CH:21][CH:22]=1. The catalyst class is: 6.